Dataset: Catalyst prediction with 721,799 reactions and 888 catalyst types from USPTO. Task: Predict which catalyst facilitates the given reaction. Reactant: C(O)(=O)C.[CH3:5][C@H:6]1[CH2:11][NH:10][C@H:9]([CH3:12])[CH2:8][N:7]1[C@@H:13]([C:27]1[CH:32]=[CH:31][CH:30]=[C:29]([OH:33])[CH:28]=1)[C:14]1[CH:26]=[CH:25][C:17]([C:18]([N:20]([CH2:23][CH3:24])[CH2:21][CH3:22])=[O:19])=[CH:16][CH:15]=1.[C:34]([C:37]1[CH:44]=[CH:43][C:40]([CH:41]=O)=[CH:39][CH:38]=1)([OH:36])=[O:35].C(O[BH-](OC(=O)C)OC(=O)C)(=O)C.[Na+]. Product: [CH2:21]([N:20]([CH2:23][CH3:24])[C:18]([C:17]1[CH:25]=[CH:26][C:14]([C@H:13]([C:27]2[CH:32]=[CH:31][CH:30]=[C:29]([OH:33])[CH:28]=2)[N:7]2[C@@H:6]([CH3:5])[CH2:11][N:10]([CH2:41][C:40]3[CH:43]=[CH:44][C:37]([C:34]([OH:36])=[O:35])=[CH:38][CH:39]=3)[C@H:9]([CH3:12])[CH2:8]2)=[CH:15][CH:16]=1)=[O:19])[CH3:22]. The catalyst class is: 7.